Dataset: Reaction yield outcomes from USPTO patents with 853,638 reactions. Task: Predict the reaction yield, written as a fraction of the theoretical maximum amount of product (1.0 means a 100% yield; for example, 0.34 means a 34% yield). The reactants are Br[CH:2]1[CH2:7][CH:6]([CH3:8])[O:5][CH2:4][C:3]1=O.BrC1COC(C)CC1=O.Cl.[C:20]([C:23]1[C:24]([CH3:34])=[CH:25][C:26]([CH3:33])=[C:27]([CH:32]=1)[C:28]([O:30][CH3:31])=[O:29])(=[NH:22])[NH2:21].C(=O)([O-])[O-].[K+].[K+]. The catalyst is C(#N)C. The product is [CH3:33][C:26]1[CH:25]=[C:24]([CH3:34])[C:23]([C:20]2[NH:21][C:3]3[CH2:4][O:5][CH:6]([CH3:8])[CH2:7][C:2]=3[N:22]=2)=[CH:32][C:27]=1[C:28]([O:30][CH3:31])=[O:29]. The yield is 0.0900.